Dataset: Full USPTO retrosynthesis dataset with 1.9M reactions from patents (1976-2016). Task: Predict the reactants needed to synthesize the given product. (1) Given the product [CH3:2][O:26][C:10](=[O:27])[CH2:11][CH2:12][CH2:13][CH2:14][CH2:15][CH2:16][CH2:17][CH2:18][CH2:19][CH2:20][CH2:21][CH2:22][CH2:23][CH2:24][CH3:25], predict the reactants needed to synthesize it. The reactants are: S1C=CC=[C:2]1S(O)(=O)=O.[C:10]([OH:27])(=[O:26])[CH2:11][CH2:12][CH2:13][CH2:14][CH2:15][CH2:16][CH2:17][CH2:18][CH2:19][CH2:20][CH2:21][CH2:22][CH2:23][CH2:24][CH3:25]. (2) Given the product [C:25]([N:22]1[CH2:21][CH2:20][C:19]2([CH2:11][C:10](=[O:12])[C:3]3[C:2](=[CH:7][CH:6]=[CH:5][C:4]=3[O:8][CH3:9])[O:18]2)[CH2:24][CH2:23]1)([O:27][C:28]([CH3:31])([CH3:30])[CH3:29])=[O:26], predict the reactants needed to synthesize it. The reactants are: O[C:2]1[CH:7]=[CH:6][CH:5]=[C:4]([O:8][CH3:9])[C:3]=1[C:10](=[O:12])[CH3:11].N1CCCC1.[O:18]=[C:19]1[CH2:24][CH2:23][N:22]([C:25]([O:27][C:28]([CH3:31])([CH3:30])[CH3:29])=[O:26])[CH2:21][CH2:20]1. (3) Given the product [Br-:48].[Br-:1].[F:2][C:3]1[CH:8]=[CH:7][C:6]([N:9]2[C:12](=[O:13])[C@H:11]([CH2:14][CH2:15][C@@H:16]([C:18]3[CH:19]=[CH:20][C:21]([F:24])=[CH:22][CH:23]=3)[OH:17])[C@H:10]2[C:25]2[CH:47]=[CH:46][C:28]([O:29][CH2:30][C:31]3[CH:45]=[CH:44][C:34]([CH2:35][N+:36]45[CH2:41][CH2:40][N+:39]([CH2:49][C:50]6[CH:51]=[CH:52][C:53]([CH2:54][O:55][C:56]7[CH:57]=[CH:58][C:59]([C@@H:62]8[C@@H:63]([CH2:74][CH2:75][C@H:76]([OH:77])[C:78]9[CH:83]=[CH:82][C:81]([F:84])=[CH:80][CH:79]=9)[C:64](=[O:73])[N:65]8[C:66]8[CH:67]=[CH:68][C:69]([F:72])=[CH:70][CH:71]=8)=[CH:60][CH:61]=7)=[CH:85][CH:86]=6)([CH2:42][CH2:43]4)[CH2:38][CH2:37]5)=[CH:33][CH:32]=3)=[CH:27][CH:26]=2)=[CH:5][CH:4]=1, predict the reactants needed to synthesize it. The reactants are: [Br-:1].[F:2][C:3]1[CH:8]=[CH:7][C:6]([N:9]2[C:12](=[O:13])[C@H:11]([CH2:14][CH2:15][C@@H:16]([C:18]3[CH:23]=[CH:22][C:21]([F:24])=[CH:20][CH:19]=3)[OH:17])[C@H:10]2[C:25]2[CH:47]=[CH:46][C:28]([O:29][CH2:30][C:31]3[CH:45]=[CH:44][C:34]([CH2:35][N+:36]45[CH2:43][CH2:42][N:39]([CH2:40][CH2:41]4)[CH2:38][CH2:37]5)=[CH:33][CH:32]=3)=[CH:27][CH:26]=2)=[CH:5][CH:4]=1.[Br:48][CH2:49][C:50]1[CH:86]=[CH:85][C:53]([CH2:54][O:55][C:56]2[CH:61]=[CH:60][C:59]([C@H:62]3[N:65]([C:66]4[CH:71]=[CH:70][C:69]([F:72])=[CH:68][CH:67]=4)[C:64](=[O:73])[C@@H:63]3[CH2:74][CH2:75][C@@H:76]([C:78]3[CH:83]=[CH:82][C:81]([F:84])=[CH:80][CH:79]=3)[OH:77])=[CH:58][CH:57]=2)=[CH:52][CH:51]=1. (4) Given the product [CH2:17]([CH:14]([N:8]1[C:9]([OH:13])=[C:10]([C:30]([NH:29][CH2:32][C:33]([OH:35])=[O:34])=[O:31])[C:11](=[O:12])[N:6]([CH:3]([CH2:4][CH3:5])[CH2:1][CH3:2])[C:7]1=[O:19])[CH2:15][CH3:16])[CH3:18], predict the reactants needed to synthesize it. The reactants are: [CH2:1]([CH:3]([N:6]1[C:11](=[O:12])[CH2:10][C:9](=[O:13])[N:8]([CH:14]([CH2:17][CH3:18])[CH2:15][CH3:16])[C:7]1=[O:19])[CH2:4][CH3:5])[CH3:2].C(N(C(C)C)CC)(C)C.[N:29]([CH2:32][C:33]([O:35]CC)=[O:34])=[C:30]=[O:31]. (5) The reactants are: [CH3:1][O:2][C:3](=[O:26])[CH2:4][C:5]1[C:14]([CH3:15])=[C:13](B2OC(C)(C)C(C)(C)O2)[C:12]2[C:7](=[CH:8][CH:9]=[C:10]([Cl:25])[CH:11]=2)[CH:6]=1.Br[C:28]1[CH:33]=[CH:32][C:31]([S:34][C:35]2[C:40]([F:41])=[CH:39][CH:38]=[CH:37][C:36]=2[F:42])=[CH:30][CH:29]=1.C(=O)([O-])[O-].[Na+].[Na+].O. Given the product [CH3:1][O:2][C:3](=[O:26])[CH2:4][C:5]1[C:14]([CH3:15])=[C:13]([C:28]2[CH:29]=[CH:30][C:31]([S:34][C:35]3[C:36]([F:42])=[CH:37][CH:38]=[CH:39][C:40]=3[F:41])=[CH:32][CH:33]=2)[C:12]2[C:7](=[CH:8][CH:9]=[C:10]([Cl:25])[CH:11]=2)[CH:6]=1, predict the reactants needed to synthesize it. (6) Given the product [OH:19][C:16]1([C:23]([CH3:25])=[CH2:24])[CH2:15][CH2:14][C:11]2([C:10](=[O:20])[N:9]([C:6]3[CH:7]=[CH:8][C:3]([C:2]([F:1])([F:21])[F:22])=[CH:4][CH:5]=3)[CH2:13][CH2:12]2)[CH2:18][CH2:17]1, predict the reactants needed to synthesize it. The reactants are: [F:1][C:2]([F:22])([F:21])[C:3]1[CH:8]=[CH:7][C:6]([N:9]2[CH2:13][CH2:12][C:11]3([CH2:18][CH2:17][C:16](=[O:19])[CH2:15][CH2:14]3)[C:10]2=[O:20])=[CH:5][CH:4]=1.[C:23]([Mg]Br)([CH3:25])=[CH2:24].Cl[Ce](Cl)Cl. (7) Given the product [NH2:30][C:29]1([C:28]2[CH:31]=[CH:32][C:25]([C:19]3[C:18]([C:33]4[CH:34]=[CH:35][CH:36]=[CH:37][CH:38]=4)=[CH:17][C:16]4[C:15]5=[N:14][N:13]=[C:12]([CH2:11][OH:10])[N:24]5[CH:23]=[CH:22][C:21]=4[N:20]=3)=[CH:26][CH:27]=2)[CH2:2][CH2:1]1, predict the reactants needed to synthesize it. The reactants are: [CH2:1]([Mg]Br)[CH3:2].C(OCC)C.[OH:10][CH2:11][C:12]1[N:24]2[C:15]([C:16]3[CH:17]=[C:18]([C:33]4[CH:38]=[CH:37][CH:36]=[CH:35][CH:34]=4)[C:19]([C:25]4[CH:32]=[CH:31][C:28]([C:29]#[N:30])=[CH:27][CH:26]=4)=[N:20][C:21]=3[CH:22]=[CH:23]2)=[N:14][N:13]=1.B(F)(F)F.CCOCC.